Predict the reactants needed to synthesize the given product. From a dataset of Full USPTO retrosynthesis dataset with 1.9M reactions from patents (1976-2016). (1) The reactants are: [OH:1][C:2]1[CH:7]=[CH:6][C:5]([NH:8][C:9](=[O:11])[CH3:10])=[C:4]([N+:12]([O-:14])=[O:13])[CH:3]=1.Br[CH2:16][CH2:17][CH2:18][C:19]([O:21][CH2:22][CH3:23])=[O:20].C(=O)([O-])[O-].[K+].[K+].CN(C)C=O. Given the product [C:9]([NH:8][C:5]1[CH:6]=[CH:7][C:2]([O:1][CH2:16][CH2:17][CH2:18][C:19]([O:21][CH2:22][CH3:23])=[O:20])=[CH:3][C:4]=1[N+:12]([O-:14])=[O:13])(=[O:11])[CH3:10], predict the reactants needed to synthesize it. (2) Given the product [Cl:1][C:2]1[CH:3]=[C:4]([CH:8]([NH:11][C:12]([C:14]2([NH:17][C:18]3[C:23]([Cl:24])=[CH:22][N:21]=[C:20]([NH:26][CH:27]([CH3:30])[CH2:28][OH:29])[N:19]=3)[CH2:16][CH2:15]2)=[O:13])[CH2:9][OH:10])[CH:5]=[CH:6][CH:7]=1, predict the reactants needed to synthesize it. The reactants are: [Cl:1][C:2]1[CH:3]=[C:4]([CH:8]([NH:11][C:12]([C:14]2([NH:17][C:18]3[C:23]([Cl:24])=[CH:22][N:21]=[C:20](Cl)[N:19]=3)[CH2:16][CH2:15]2)=[O:13])[CH2:9][OH:10])[CH:5]=[CH:6][CH:7]=1.[NH2:26][C@@H:27]([CH3:30])[CH2:28][OH:29]. (3) Given the product [C:4]([O:3][C:1](=[O:2])[NH:8][C@H:9]([C:10]1[N:33]([C:34]2[CH:39]=[CH:38][CH:37]=[CH:36][N:35]=2)[C:31]2[CH:32]=[C:27]([F:26])[CH:28]=[CH:29][C:30]=2[N:40]=1)[CH3:11])([CH3:7])([CH3:6])[CH3:5], predict the reactants needed to synthesize it. The reactants are: [C:1]([NH:8][C@H:9]([C:11](N)=O)[CH3:10])([O:3][C:4]([CH3:7])([CH3:6])[CH3:5])=[O:2].F[B-](F)(F)F.C([O+](CC)CC)C.[F:26][C:27]1[CH:28]=[CH:29][C:30]([N+:40]([O-])=O)=[C:31]([NH:33][C:34]2[CH:39]=[CH:38][CH:37]=[CH:36][N:35]=2)[CH:32]=1. (4) Given the product [C:1]([CH:3]([CH2:17][C:18]([C:20]1[CH:25]=[CH:24][CH:23]=[CH:22][CH:21]=1)=[O:19])[C:4]([O:6][CH3:7])=[O:5])#[N:2], predict the reactants needed to synthesize it. The reactants are: [C:1]([CH2:3][C:4]([O:6][CH3:7])=[O:5])#[N:2].C(N(C(C)C)CC)(C)C.[CH2:17](Br)[C:18]([C:20]1[CH:25]=[CH:24][CH:23]=[CH:22][CH:21]=1)=[O:19]. (5) Given the product [CH3:23][CH:22]1[C:15]2[C:14]([N:11]3[CH2:10][CH2:9][NH:8][CH2:13][CH2:12]3)=[N:19][CH:18]=[N:17][C:16]=2[NH:20][CH2:21]1.[C:24]([OH:30])([C:26]([F:29])([F:28])[F:27])=[O:25], predict the reactants needed to synthesize it. The reactants are: C(OC([N:8]1[CH2:13][CH2:12][N:11]([C:14]2[C:15]3[CH:22]([CH3:23])[CH2:21][NH:20][C:16]=3[N:17]=[CH:18][N:19]=2)[CH2:10][CH2:9]1)=O)(C)(C)C.[C:24]([OH:30])([C:26]([F:29])([F:28])[F:27])=[O:25].